From a dataset of Full USPTO retrosynthesis dataset with 1.9M reactions from patents (1976-2016). Predict the reactants needed to synthesize the given product. Given the product [N+:1]([C:4]1[CH:9]=[CH:8][C:7]([C:10]2[NH:19][C:13]3[CH:14]=[N:15][C:16]([NH:18][C:30]([C:20]45[CH2:29][CH:24]6[CH2:23][CH:22]([CH2:28][CH:26]([CH2:25]6)[CH2:27]4)[CH2:21]5)=[O:31])=[CH:17][C:12]=3[N:11]=2)=[CH:6][CH:5]=1)([O-:3])=[O:2], predict the reactants needed to synthesize it. The reactants are: [N+:1]([C:4]1[CH:9]=[CH:8][C:7]([C:10]2[NH:19][C:13]3[CH:14]=[N:15][C:16]([NH2:18])=[CH:17][C:12]=3[N:11]=2)=[CH:6][CH:5]=1)([O-:3])=[O:2].[C:20]12([C:30](Cl)=[O:31])[CH2:29][CH:24]3[CH2:25][CH:26]([CH2:28][CH:22]([CH2:23]3)[CH2:21]1)[CH2:27]2.